Dataset: HIV replication inhibition screening data with 41,000+ compounds from the AIDS Antiviral Screen. Task: Binary Classification. Given a drug SMILES string, predict its activity (active/inactive) in a high-throughput screening assay against a specified biological target. (1) The compound is COC(=O)C1(CCCCl)CCCN1C(=O)OC(C)(C)C. The result is 0 (inactive). (2) The molecule is CCC(C)[PH](c1ccccc1)(c1ccccc1)c1ccccc1. The result is 0 (inactive).